From a dataset of Forward reaction prediction with 1.9M reactions from USPTO patents (1976-2016). Predict the product of the given reaction. (1) Given the reactants C1(CCO[C:7]2[CH:19]=[CH:18][C:10]([C:11]([NH:13][CH2:14][C:15]([OH:17])=[O:16])=[O:12])=[CH:9][CH:8]=2)CC1.OC1C=CC(C(OC)=O)=CC=1.[F:31][C:32]([F:37])([F:36])[CH2:33][CH2:34][OH:35], predict the reaction product. The product is: [F:31][C:32]([F:37])([F:36])[CH2:33][CH2:34][O:35][C:7]1[CH:19]=[CH:18][C:10]([C:11]([NH:13][CH2:14][C:15]([OH:17])=[O:16])=[O:12])=[CH:9][CH:8]=1. (2) Given the reactants Br[C:2]1[CH:3]=[CH:4][C:5]2[N:9]=[C:8]([NH:10][CH3:11])[NH:7][C:6]=2[CH:12]=1.[CH3:13][C:14]1([CH3:30])[C:18]([CH3:20])([CH3:19])[O:17][B:16]([B:16]2[O:17][C:18]([CH3:20])([CH3:19])[C:14]([CH3:30])([CH3:13])[O:15]2)[O:15]1.C([O-])(=O)C.[K+], predict the reaction product. The product is: [CH3:11][NH:10][C:8]1[NH:7][C:6]2[CH:12]=[C:2]([B:16]3[O:17][C:18]([CH3:20])([CH3:19])[C:14]([CH3:30])([CH3:13])[O:15]3)[CH:3]=[CH:4][C:5]=2[N:9]=1. (3) Given the reactants [F:1][C:2]1[CH:7]=[CH:6][C:5]([C:8]2[N:12]([CH2:13][CH2:14][CH2:15][CH2:16][OH:17])[N:11]=[C:10]([CH3:18])[C:9]=2[C:19]2[CH:20]=[CH:21][C:22]3[O:27][CH2:26][C:25](=[O:28])[NH:24][C:23]=3[CH:29]=2)=[CH:4][CH:3]=1.Br[Mg][CH3:32], predict the reaction product. The product is: [F:1][C:2]1[CH:3]=[CH:4][C:5]([C:8]2[N:12]([CH2:13][CH2:14][CH2:15][CH:16]([OH:17])[CH3:32])[N:11]=[C:10]([CH3:18])[C:9]=2[C:19]2[CH:20]=[CH:21][C:22]3[O:27][CH2:26][C:25](=[O:28])[NH:24][C:23]=3[CH:29]=2)=[CH:6][CH:7]=1. (4) Given the reactants Cl[C:2]1[N:7]=[C:6]([C:8]2[S:12][C:11]([C:13]([CH3:16])([CH3:15])[CH3:14])=[N:10][C:9]=2[C:17]2[C:18]([F:35])=[C:19]([NH:23][S:24]([C:27]3[C:32]([F:33])=[CH:31][CH:30]=[CH:29][C:28]=3[F:34])(=[O:26])=[O:25])[CH:20]=[CH:21][CH:22]=2)[CH:5]=[CH:4][N:3]=1.[NH3:36], predict the reaction product. The product is: [NH2:36][C:2]1[N:7]=[C:6]([C:8]2[S:12][C:11]([C:13]([CH3:16])([CH3:15])[CH3:14])=[N:10][C:9]=2[C:17]2[C:18]([F:35])=[C:19]([NH:23][S:24]([C:27]3[C:32]([F:33])=[CH:31][CH:30]=[CH:29][C:28]=3[F:34])(=[O:26])=[O:25])[CH:20]=[CH:21][CH:22]=2)[CH:5]=[CH:4][N:3]=1. (5) The product is: [O:26]1[CH2:25][CH:24]([N:14]2[C:15]3[CH2:20][CH2:19][N:18]([C:21](=[O:23])[CH3:22])[CH2:17][C:16]=3[C:12]([N:8]3[C:9]4[C:4](=[CH:3][C:2]([B:37]5[O:38][C:39]([CH3:41])([CH3:40])[C:35]([CH3:51])([CH3:34])[O:36]5)=[CH:11][CH:10]=4)[CH2:5][CH2:6][CH2:7]3)=[N:13]2)[CH2:27]1. Given the reactants Br[C:2]1[CH:3]=[C:4]2[C:9](=[CH:10][CH:11]=1)[N:8]([C:12]1[C:16]3[CH2:17][N:18]([C:21](=[O:23])[CH3:22])[CH2:19][CH2:20][C:15]=3[N:14]([CH:24]3[CH2:27][O:26][CH2:25]3)[N:13]=1)[CH2:7][CH2:6][CH2:5]2.C([O-])([O-])=O.[Na+].[Na+].[CH3:34][C:35]1([CH3:51])[C:39]([CH3:41])([CH3:40])[O:38][B:37]([B:37]2[O:38][C:39]([CH3:41])([CH3:40])[C:35]([CH3:51])([CH3:34])[O:36]2)[O:36]1.ClCCl, predict the reaction product.